This data is from NCI-60 drug combinations with 297,098 pairs across 59 cell lines. The task is: Regression. Given two drug SMILES strings and cell line genomic features, predict the synergy score measuring deviation from expected non-interaction effect. Drug 1: CC(C1=C(C=CC(=C1Cl)F)Cl)OC2=C(N=CC(=C2)C3=CN(N=C3)C4CCNCC4)N. Drug 2: C(CC(=O)O)C(=O)CN.Cl. Cell line: IGROV1. Synergy scores: CSS=6.97, Synergy_ZIP=-2.78, Synergy_Bliss=-1.43, Synergy_Loewe=-5.42, Synergy_HSA=-2.10.